Dataset: Forward reaction prediction with 1.9M reactions from USPTO patents (1976-2016). Task: Predict the product of the given reaction. (1) Given the reactants [Cl:1][C:2]1[CH:7]=[CH:6][C:5]([C@@:8]2([OH:26])[CH2:13][CH2:12][N:11]([C:14](=[O:23])[C@H:15]([NH:19][C:20]([NH2:22])=[S:21])[CH:16]([CH3:18])[CH3:17])[CH2:10][C:9]2([CH3:25])[CH3:24])=[CH:4][CH:3]=1.[Cl:27][CH2:28][C:29](=O)[CH2:30]Cl, predict the reaction product. The product is: [Cl:27][CH2:28][C:29]1[N:22]=[C:20]([NH:19][C@H:15]([CH:16]([CH3:17])[CH3:18])[C:14]([N:11]2[CH2:12][CH2:13][C@@:8]([C:5]3[CH:6]=[CH:7][C:2]([Cl:1])=[CH:3][CH:4]=3)([OH:26])[C:9]([CH3:24])([CH3:25])[CH2:10]2)=[O:23])[S:21][CH:30]=1. (2) The product is: [ClH:1].[CH3:38][O:39][C:40](=[O:75])[C:41]1[CH:46]=[CH:45][C:44]([C:47]2[CH:56]=[CH:55][C:54]3[C:49](=[CH:50][CH:51]=[C:52]([OH:57])[CH:53]=3)[C:48]=2[O:59][C:60]2[CH:65]=[CH:64][C:63]([O:66][CH2:67][CH2:68][N:69]3[CH2:70][CH2:71][CH2:72][CH2:73][CH2:74]3)=[CH:62][CH:61]=2)=[CH:43][CH:42]=1. Given the reactants [ClH:1].OC1C=C2C(=CC=1)C(OC1C=CC(OCCN3CCCCC3)=CC=1)=C(C1C=C(C=CC=1)C#N)C=C2.Cl.[CH3:38][O:39][C:40](=[O:75])[C:41]1[CH:46]=[CH:45][C:44]([C:47]2[CH:56]=[CH:55][C:54]3[C:49](=[CH:50][CH:51]=[C:52]([O:57]C)[CH:53]=3)[C:48]=2[O:59][C:60]2[CH:65]=[CH:64][C:63]([O:66][CH2:67][CH2:68][N:69]3[CH2:74][CH2:73][CH2:72][CH2:71][CH2:70]3)=[CH:62][CH:61]=2)=[CH:43][CH:42]=1, predict the reaction product. (3) Given the reactants [Cl:1][C:2]1[CH:49]=[CH:48][C:5]([CH2:6][C@@H:7]([NH:28][CH:29]2[CH2:34][CH2:33][CH:32]([NH:35][C:36]3[CH:46]=[CH:45][C:44]([F:47])=[CH:43][C:37]=3[C:38]([N:40]([CH3:42])[CH3:41])=[O:39])[CH2:31][CH2:30]2)[C:8]([N:10]2[CH2:15][CH2:14][C:13]([CH:22]3[CH2:27][CH2:26][CH2:25][CH2:24][CH2:23]3)([CH2:16][N:17]3[CH:21]=[N:20][CH:19]=[N:18]3)[CH2:12][CH2:11]2)=[O:9])=[CH:4][CH:3]=1.Cl, predict the reaction product. The product is: [ClH:1].[Cl:1][C:2]1[CH:3]=[CH:4][C:5]([CH2:6][C@@H:7]([NH:28][CH:29]2[CH2:30][CH2:31][CH:32]([NH:35][C:36]3[CH:46]=[CH:45][C:44]([F:47])=[CH:43][C:37]=3[C:38]([N:40]([CH3:42])[CH3:41])=[O:39])[CH2:33][CH2:34]2)[C:8]([N:10]2[CH2:11][CH2:12][C:13]([CH:22]3[CH2:27][CH2:26][CH2:25][CH2:24][CH2:23]3)([CH2:16][N:17]3[CH:21]=[N:20][CH:19]=[N:18]3)[CH2:14][CH2:15]2)=[O:9])=[CH:48][CH:49]=1. (4) The product is: [NH:24]1[C:25]2[C:21](=[CH:20][C:19]([C:9]3[N:8]=[C:7]([CH2:6][NH:35][CH2:34][C:33]4[CH:36]=[CH:37][C:30]([O:29][CH3:28])=[CH:31][CH:32]=4)[CH:12]=[C:11]([N:13]4[CH2:18][CH2:17][O:16][CH2:15][CH2:14]4)[N:10]=3)=[CH:27][CH:26]=2)[CH:22]=[CH:23]1. Given the reactants CS(O[CH2:6][C:7]1[CH:12]=[C:11]([N:13]2[CH2:18][CH2:17][O:16][CH2:15][CH2:14]2)[N:10]=[C:9]([C:19]2[CH:20]=[C:21]3[C:25](=[CH:26][CH:27]=2)[NH:24][CH:23]=[CH:22]3)[N:8]=1)(=O)=O.[CH3:28][O:29][C:30]1[CH:37]=[CH:36][C:33]([CH2:34][NH2:35])=[CH:32][CH:31]=1.CCN(C(C)C)C(C)C.CN1C(=O)CCC1, predict the reaction product. (5) Given the reactants [CH3:1][N:2]([CH3:39])[CH2:3]/[CH:4]=[CH:5]/[C:6]1[C:14]2[C:9](=[CH:10][CH:11]=[CH:12][C:13]=2[O:15][C:16]2[CH:17]=[C:18]([N:26]3[CH2:31][CH2:30][N:29]([C:32]([O:34][C:35]([CH3:38])([CH3:37])[CH3:36])=[O:33])[CH2:28][CH2:27]3)[CH:19]=[CH:20][C:21]=2[C:22]([O:24][CH3:25])=[O:23])[NH:8][CH:7]=1, predict the reaction product. The product is: [CH3:39][N:2]([CH3:1])[CH2:3][CH2:4][CH2:5][C:6]1[C:14]2[C:9](=[CH:10][CH:11]=[CH:12][C:13]=2[O:15][C:16]2[CH:17]=[C:18]([N:26]3[CH2:27][CH2:28][N:29]([C:32]([O:34][C:35]([CH3:37])([CH3:36])[CH3:38])=[O:33])[CH2:30][CH2:31]3)[CH:19]=[CH:20][C:21]=2[C:22]([O:24][CH3:25])=[O:23])[NH:8][CH:7]=1. (6) Given the reactants CS(C)=O.C(Cl)(=O)C(Cl)=O.[CH2:11]([O:13][C:14]([C:16]1[CH:20]=[C:19]([CH2:21][CH2:22][CH2:23][OH:24])[NH:18][N:17]=1)=[O:15])[CH3:12].C(N(CC)CC)C, predict the reaction product. The product is: [CH2:11]([O:13][C:14]([C:16]1[CH:20]=[C:19]([CH2:21][CH2:22][CH:23]=[O:24])[NH:18][N:17]=1)=[O:15])[CH3:12].